This data is from Full USPTO retrosynthesis dataset with 1.9M reactions from patents (1976-2016). The task is: Predict the reactants needed to synthesize the given product. (1) Given the product [CH3:1][C:2]([CH3:16])([CH3:15])[CH2:3][CH2:4][C:5]1[CH:10]=[CH:9][CH:8]=[CH:7][C:6]=1[NH:11][C:12](=[O:14])[CH3:13], predict the reactants needed to synthesize it. The reactants are: [CH3:1][C:2]([CH3:16])([CH3:15])[C:3]#[C:4][C:5]1[CH:10]=[CH:9][CH:8]=[CH:7][C:6]=1[NH:11][C:12](=[O:14])[CH3:13].[H][H]. (2) Given the product [CH2:2]([N:5]1[C@H:10]([CH3:11])[CH2:9][N:8]([C@H:12]([C:20]2[CH:21]=[CH:22][C:23]([C:24]([N:26]([CH2:27][CH3:28])[CH2:29][CH3:30])=[O:25])=[CH:31][CH:32]=2)[C:13]2[CH:18]=[CH:17][CH:16]=[C:15]([O:19][S:42]([C:45]([F:48])([F:47])[F:46])(=[O:44])=[O:43])[CH:14]=2)[C@@H:7]([CH3:33])[CH2:6]1)[CH:3]=[CH2:4], predict the reactants needed to synthesize it. The reactants are: Cl.[CH2:2]([N:5]1[C@H:10]([CH3:11])[CH2:9][N:8]([C@H:12]([C:20]2[CH:32]=[CH:31][C:23]([C:24]([N:26]([CH2:29][CH3:30])[CH2:27][CH3:28])=[O:25])=[CH:22][CH:21]=2)[C:13]2[CH:18]=[CH:17][CH:16]=[C:15]([OH:19])[CH:14]=2)[C@@H:7]([CH3:33])[CH2:6]1)[CH:3]=[CH2:4].C(N(CC)CC)C.[N-]([S:42]([C:45]([F:48])([F:47])[F:46])(=[O:44])=[O:43])[S:42]([C:45]([F:48])([F:47])[F:46])(=[O:44])=[O:43]. (3) Given the product [C:1]([N:4]1[C:13]2[C:8](=[CH:9][C:10]([C:14]3[CH:15]=[CH:16][C:17]([CH2:20][NH:21][CH:22]4[CH2:27][CH2:26][NH:25][CH2:24][CH2:23]4)=[CH:18][CH:19]=3)=[CH:11][CH:12]=2)[C@H:7]([NH:35][C:36](=[O:37])[O:38][CH:39]([CH3:40])[CH3:41])[CH2:6][C@@H:5]1[CH3:42])(=[O:3])[CH3:2], predict the reactants needed to synthesize it. The reactants are: [C:1]([N:4]1[C:13]2[C:8](=[CH:9][C:10]([C:14]3[CH:19]=[CH:18][C:17]([CH2:20][NH:21][CH:22]4[CH2:27][CH2:26][N:25](C(OC(C)(C)C)=O)[CH2:24][CH2:23]4)=[CH:16][CH:15]=3)=[CH:11][CH:12]=2)[C@H:7]([NH:35][C:36]([O:38][CH:39]([CH3:41])[CH3:40])=[O:37])[CH2:6][C@@H:5]1[CH3:42])(=[O:3])[CH3:2].C(O)(C(F)(F)F)=O.